Regression. Given a peptide amino acid sequence and an MHC pseudo amino acid sequence, predict their binding affinity value. This is MHC class II binding data. From a dataset of Peptide-MHC class II binding affinity with 134,281 pairs from IEDB. (1) The peptide sequence is GELQYVDKIDAAFKI. The MHC is DRB3_0202 with pseudo-sequence DRB3_0202. The binding affinity (normalized) is 0.301. (2) The peptide sequence is PVTGCGERTEGRCLHYTV. The MHC is DRB5_0101 with pseudo-sequence DRB5_0101. The binding affinity (normalized) is 0. (3) The peptide sequence is LDKRQFELYKRTDIV. The MHC is DRB3_0101 with pseudo-sequence DRB3_0101. The binding affinity (normalized) is 0.370. (4) The MHC is DRB1_0101 with pseudo-sequence DRB1_0101. The binding affinity (normalized) is 0.561. The peptide sequence is SYQYLIIQNTTWEDH. (5) The peptide sequence is TTAAGAASGAATVAA. The MHC is DRB1_0301 with pseudo-sequence DRB1_0301. The binding affinity (normalized) is 0. (6) The peptide sequence is TQAFSAHGSGREVID. The MHC is DRB1_0701 with pseudo-sequence DRB1_0701. The binding affinity (normalized) is 0.655. (7) The peptide sequence is TWGKAKIVTAETQNS. The MHC is DRB1_0301 with pseudo-sequence DRB1_0301. The binding affinity (normalized) is 0.230. (8) The peptide sequence is GEKQIVDKIDAAFKI. The MHC is DRB1_1201 with pseudo-sequence DRB1_1201. The binding affinity (normalized) is 0.664. (9) The peptide sequence is CFNCGKEGHLARNCRAPR. The MHC is DRB1_1501 with pseudo-sequence DRB1_1501. The binding affinity (normalized) is 0.183.